This data is from Reaction yield outcomes from USPTO patents with 853,638 reactions. The task is: Predict the reaction yield, written as a fraction of the theoretical maximum amount of product (1.0 means a 100% yield; for example, 0.34 means a 34% yield). (1) The catalyst is ClCCl. The product is [CH3:15][C:4]1[NH:5][C:6]2[CH2:7][C:8]([CH3:14])([CH3:13])[CH2:9][C:10](=[O:12])[C:11]=2[C:3]=1[CH2:2][C:16]1[CH:21]=[CH:20][CH:19]=[CH:18][C:17]=1[S:22]([C:25]1[S:26][CH:27]=[CH:28][CH:29]=1)(=[O:24])=[O:23]. The yield is 0.780. The reactants are O[CH:2]([C:16]1[CH:21]=[CH:20][CH:19]=[CH:18][C:17]=1[S:22]([C:25]1[S:26][CH:27]=[CH:28][CH:29]=1)(=[O:24])=[O:23])[C:3]1[C:11]2[C:10](=[O:12])[CH2:9][C:8]([CH3:14])([CH3:13])[CH2:7][C:6]=2[NH:5][C:4]=1[CH3:15].FC(F)(F)C(O)=O.C([SiH](CC)CC)C.[OH-].[Na+]. (2) The reactants are [Br:1][C:2]1[CH:3]=[C:4]2[C:9](=[C:10]([C:12]([OH:14])=[O:13])[CH:11]=1)[O:8][C:7]([CH3:16])([CH3:15])[CH2:6][C:5]2([CH3:18])[CH3:17].C(N(CC)CC)C.Cl[C:27]1C=C(Cl)C=[C:32](Cl)[C:28]=1[C:29](Cl)=O.CC(O)(C)C. The catalyst is O1CCCC1.C1C=CC=CC=1.CN(C)C1C=CN=CC=1.C(OCC)(=O)C.CCCCCC. The product is [C:28]([O:13][C:12]([C:10]1[CH:11]=[C:2]([Br:1])[CH:3]=[C:4]2[C:9]=1[O:8][C:7]([CH3:16])([CH3:15])[CH2:6][C:5]2([CH3:18])[CH3:17])=[O:14])([CH3:32])([CH3:29])[CH3:27]. The yield is 0.400. (3) The reactants are [OH:1][CH:2]([C:7]1[N:8]=[C:9]2[CH:14]=[CH:13][CH:12]=[CH:11][N:10]2[CH:15]=1)[C:3]([O:5][CH3:6])=[O:4].Cl(O)(=O)(=O)=O.[Na].C(O[C:26]([CH3:29])([CH3:28])[CH3:27])(=O)C. No catalyst specified. The product is [C:26]([O:1][CH:2]([C:7]1[N:8]=[C:9]2[CH:14]=[CH:13][CH:12]=[CH:11][N:10]2[CH:15]=1)[C:3]([O:5][CH3:6])=[O:4])([CH3:29])([CH3:28])[CH3:27]. The yield is 0.550. (4) The reactants are C1([NH:7][C:8]([C:10]2[C:11](=[O:29])[N:12]([CH2:22][C:23]3[CH:28]=[CH:27][CH:26]=[CH:25][CH:24]=3)[C:13]3[C:18]([C:19]=2O)=[CH:17][C:16]([Cl:21])=[CH:15][CH:14]=3)=O)CCCCC1.P(Cl)(Cl)([Cl:32])=O. No catalyst specified. The product is [CH2:22]([N:12]1[C:13]2[C:18](=[CH:17][C:16]([Cl:21])=[CH:15][CH:14]=2)[C:19]([Cl:32])=[C:10]([C:8]#[N:7])[C:11]1=[O:29])[C:23]1[CH:28]=[CH:27][CH:26]=[CH:25][CH:24]=1. The yield is 0.510.